Task: Predict the product of the given reaction.. Dataset: Forward reaction prediction with 1.9M reactions from USPTO patents (1976-2016) (1) The product is: [Cl:1][C:2]1[N:10]=[CH:9][CH:8]=[CH:7][C:3]=1[C:4]([NH:22][C:23]1[CH:24]=[CH:25][C:26]([CH2:29][CH2:30][C:31]([O:33][CH2:34][CH3:35])=[O:32])=[CH:27][CH:28]=1)=[O:6]. Given the reactants [Cl:1][C:2]1[N:10]=[CH:9][CH:8]=[CH:7][C:3]=1[C:4]([OH:6])=O.C(Cl)(=O)C(Cl)=O.CN(C)C=O.[NH2:22][C:23]1[CH:28]=[CH:27][C:26]([CH2:29][CH2:30][C:31]([O:33][CH2:34][CH3:35])=[O:32])=[CH:25][CH:24]=1, predict the reaction product. (2) Given the reactants [C:1]1([CH2:7][C:8](Cl)=[O:9])[CH:6]=[CH:5][CH:4]=[CH:3][CH:2]=1.[S-:11][C:12]#[N:13].[K+].[NH2:15][C:16]1[CH:36]=[CH:35][C:19]([O:20][C:21]2[CH:26]=[CH:25][N:24]=[C:23]([NH:27][C:28]([N:30]3[CH2:34][CH2:33][CH2:32][CH2:31]3)=[O:29])[CH:22]=2)=[C:18]([CH3:37])[CH:17]=1, predict the reaction product. The product is: [CH3:37][C:18]1[CH:17]=[C:16]([NH:15][C:12]([NH:13][C:8](=[O:9])[CH2:7][C:1]2[CH:6]=[CH:5][CH:4]=[CH:3][CH:2]=2)=[S:11])[CH:36]=[CH:35][C:19]=1[O:20][C:21]1[CH:26]=[CH:25][N:24]=[C:23]([NH:27][C:28]([N:30]2[CH2:34][CH2:33][CH2:32][CH2:31]2)=[O:29])[CH:22]=1.